From a dataset of NCI-60 drug combinations with 297,098 pairs across 59 cell lines. Regression. Given two drug SMILES strings and cell line genomic features, predict the synergy score measuring deviation from expected non-interaction effect. (1) Drug 1: CN(CC1=CN=C2C(=N1)C(=NC(=N2)N)N)C3=CC=C(C=C3)C(=O)NC(CCC(=O)O)C(=O)O. Drug 2: C1CN(P(=O)(OC1)NCCCl)CCCl. Cell line: HL-60(TB). Synergy scores: CSS=50.4, Synergy_ZIP=1.99, Synergy_Bliss=0.494, Synergy_Loewe=-30.5, Synergy_HSA=0.104. (2) Cell line: SR. Drug 1: CC1CCC2CC(C(=CC=CC=CC(CC(C(=O)C(C(C(=CC(C(=O)CC(OC(=O)C3CCCCN3C(=O)C(=O)C1(O2)O)C(C)CC4CCC(C(C4)OC)O)C)C)O)OC)C)C)C)OC. Drug 2: C1CN(P(=O)(OC1)NCCCl)CCCl. Synergy scores: CSS=6.55, Synergy_ZIP=1.27, Synergy_Bliss=5.00, Synergy_Loewe=4.16, Synergy_HSA=3.39. (3) Drug 1: COC1=CC(=CC(=C1O)OC)C2C3C(COC3=O)C(C4=CC5=C(C=C24)OCO5)OC6C(C(C7C(O6)COC(O7)C8=CC=CS8)O)O. Drug 2: CC1C(C(CC(O1)OC2CC(CC3=C2C(=C4C(=C3O)C(=O)C5=C(C4=O)C(=CC=C5)OC)O)(C(=O)C)O)N)O.Cl. Cell line: K-562. Synergy scores: CSS=62.7, Synergy_ZIP=-3.48, Synergy_Bliss=-2.55, Synergy_Loewe=-0.345, Synergy_HSA=1.64.